Predict the reactants needed to synthesize the given product. From a dataset of Full USPTO retrosynthesis dataset with 1.9M reactions from patents (1976-2016). (1) The reactants are: [N:1]1([CH2:7][CH2:8][NH:9][C:10]2[N:15]=[C:14]3[N:16](COCC[Si](C)(C)C)[N:17]=[C:18]([C:19]4[CH:24]=[CH:23][CH:22]=[C:21]([NH:25][CH2:26][C:27]5[CH:31]=[CH:30][S:29][CH:28]=5)[CH:20]=4)[C:13]3=[CH:12][N:11]=2)[CH2:6][CH2:5][O:4][CH2:3][CH2:2]1.C(O)(C(F)(F)F)=O. Given the product [N:1]1([CH2:7][CH2:8][NH:9][C:10]2[N:15]=[C:14]3[NH:16][N:17]=[C:18]([C:19]4[CH:24]=[CH:23][CH:22]=[C:21]([NH:25][CH2:26][C:27]5[CH:31]=[CH:30][S:29][CH:28]=5)[CH:20]=4)[C:13]3=[CH:12][N:11]=2)[CH2:6][CH2:5][O:4][CH2:3][CH2:2]1, predict the reactants needed to synthesize it. (2) Given the product [Cl:1][C:2]1[CH:3]=[C:4]([F:30])[C:5]([C:24]2[N:28]=[C:27]([CH3:29])[O:26][N:25]=2)=[C:6]([C:8]2[CH:9]=[N:10][C:11]3[CH:12]([NH:17][C:18]([C:20]4([NH:23][C:37]([C:34]5[CH:35]=[CH:36][N:31]=[N:32][CH:33]=5)=[O:38])[CH2:22][CH2:21]4)=[O:19])[CH2:13][CH2:14][C:15]=3[CH:16]=2)[CH:7]=1, predict the reactants needed to synthesize it. The reactants are: [Cl:1][C:2]1[CH:3]=[C:4]([F:30])[C:5]([C:24]2[N:28]=[C:27]([CH3:29])[O:26][N:25]=2)=[C:6]([C:8]2[CH:9]=[N:10][C:11]3[CH:12]([NH:17][C:18]([C:20]4([NH2:23])[CH2:22][CH2:21]4)=[O:19])[CH2:13][CH2:14][C:15]=3[CH:16]=2)[CH:7]=1.[N:31]1[CH:36]=[CH:35][C:34]([C:37](O)=[O:38])=[CH:33][N:32]=1. (3) Given the product [C:12]([C:15]1[CH:20]=[CH:19][C:18]([O:11][CH:8]2[CH2:7][NH:6][CH2:5][C:4]3[CH:3]=[C:2]([CH3:1])[S:10][C:9]2=3)=[C:17]([Cl:22])[CH:16]=1)(=[O:14])[NH2:13], predict the reactants needed to synthesize it. The reactants are: [CH3:1][C:2]1[S:10][C:9]2[CH:8]([OH:11])[CH2:7][NH:6][CH2:5][C:4]=2[CH:3]=1.[C:12]([C:15]1[CH:20]=[CH:19][C:18](F)=[C:17]([Cl:22])[CH:16]=1)(=[O:14])[NH2:13]. (4) The reactants are: [Cl:1][C:2]1[CH:3]=[CH:4][C:5]([O:12][CH3:13])=[C:6]([CH:11]=1)[C:7](OC)=O.[AlH4-].[Li+].S(Cl)(Cl)=O.[C-:20]#[N:21].[Na+]. Given the product [Cl:1][C:2]1[CH:3]=[CH:4][C:5]([O:12][CH3:13])=[C:6]([CH2:7][C:20]#[N:21])[CH:11]=1, predict the reactants needed to synthesize it. (5) Given the product [NH2:11][C:9]1[CH:10]=[C:28]([CH2:27][CH2:26][C:22]2[CH:21]=[C:20]([NH:19][C:17](=[O:18])[O:16][C:13]([CH3:15])([CH3:14])[CH3:12])[CH:25]=[CH:24][CH:23]=2)[NH:33][N:34]=1, predict the reactants needed to synthesize it. The reactants are: [Li+].CC([N-]C(C)C)C.[C:9](#[N:11])[CH3:10].[CH3:12][C:13]([O:16][C:17]([NH:19][C:20]1[CH:21]=[C:22]([CH2:26][CH2:27][C:28](OC)=O)[CH:23]=[CH:24][CH:25]=1)=[O:18])([CH3:15])[CH3:14].O.[NH2:33][NH2:34]. (6) The reactants are: [NH2:1][C:2]1[N:7]=[CH:6][N:5]=[C:4]2[N:8]([CH:18]3[CH2:22][CH2:21][CH2:20][CH2:19]3)[N:9]=[C:10]([C:11]3[CH:16]=[CH:15][C:14]([OH:17])=[CH:13][CH:12]=3)[C:3]=12.[H-].[Na+].[CH3:25][O:26][C:27]([C:29]1[O:30][C:31]([N+]([O-])=O)=[CH:32][CH:33]=1)=[O:28]. Given the product [NH2:1][C:2]1[N:7]=[CH:6][N:5]=[C:4]2[N:8]([CH:18]3[CH2:22][CH2:21][CH2:20][CH2:19]3)[N:9]=[C:10]([C:11]3[CH:12]=[CH:13][C:14]([O:17][C:31]4[O:30][C:29]([C:27]([O:26][CH3:25])=[O:28])=[CH:33][CH:32]=4)=[CH:15][CH:16]=3)[C:3]=12, predict the reactants needed to synthesize it. (7) The reactants are: Br[C:2]1[N:7]=[C:6]([NH:8][C:9]2[CH:16]=[CH:15][C:12]([CH:13]=[O:14])=[CH:11][CH:10]=2)[C:5](=[O:17])[N:4]([CH3:18])[CH:3]=1.[C:19]([C:23]1[CH:47]=[CH:46][C:26]([C:27]([NH:29][C:30]2[CH:35]=[CH:34][CH:33]=[C:32](B3OC(C)(C)C(C)(C)O3)[C:31]=2[CH3:45])=[O:28])=[CH:25][CH:24]=1)([CH3:22])([CH3:21])[CH3:20].C(=O)([O-])[O-].[Na+].[Na+].COCCOC. Given the product [C:19]([C:23]1[CH:47]=[CH:46][C:26]([C:27]([NH:29][C:30]2[CH:35]=[CH:34][CH:33]=[C:32]([C:2]3[N:7]=[C:6]([NH:8][C:9]4[CH:16]=[CH:15][C:12]([CH:13]=[O:14])=[CH:11][CH:10]=4)[C:5](=[O:17])[N:4]([CH3:18])[CH:3]=3)[C:31]=2[CH3:45])=[O:28])=[CH:25][CH:24]=1)([CH3:22])([CH3:20])[CH3:21], predict the reactants needed to synthesize it.